This data is from Catalyst prediction with 721,799 reactions and 888 catalyst types from USPTO. The task is: Predict which catalyst facilitates the given reaction. Product: [Cl:12][C:10]1[CH:11]=[C:6]([C:4]([OH:5])=[O:3])[C:7]2[CH:15]=[N:14][N:13]([CH:16]3[CH2:21][CH2:20][CH2:19][CH2:18][O:17]3)[C:8]=2[N:9]=1. The catalyst class is: 32. Reactant: C([O:3][C:4]([C:6]1[C:7]2[CH:15]=[N:14][N:13]([CH:16]3[CH2:21][CH2:20][CH2:19][CH2:18][O:17]3)[C:8]=2[N:9]=[C:10]([Cl:12])[CH:11]=1)=[O:5])C.[OH-].[Na+].O.C(O)(=O)C.